The task is: Predict the product of the given reaction.. This data is from Forward reaction prediction with 1.9M reactions from USPTO patents (1976-2016). (1) Given the reactants [Cl:1][C:2]1[CH:3]=[C:4]([NH:14][C:15](=[O:22])[C:16]2[CH:21]=[CH:20][CH:19]=[CH:18][N:17]=2)[CH:5]=[CH:6][C:7]=1[N:8]1[CH2:13][CH2:12][NH:11][CH2:10][CH2:9]1.[C:23](O)(=[O:26])[CH2:24][CH3:25].CCN=C=NCCCN(C)C.Cl.CCN(CC)CC.OC1C2N=NNC=2C=CC=1, predict the reaction product. The product is: [Cl:1][C:2]1[CH:3]=[C:4]([NH:14][C:15](=[O:22])[C:16]2[CH:21]=[CH:20][CH:19]=[CH:18][N:17]=2)[CH:5]=[CH:6][C:7]=1[N:8]1[CH2:13][CH2:12][N:11]([C:23](=[O:26])[CH2:24][CH3:25])[CH2:10][CH2:9]1. (2) Given the reactants P(CCCC)(CCCC)CCCC.C1CCN(C(N=NC(N2CCCCC2)=O)=O)CC1.[CH3:32][C:33]1[C:38]([C:39]2[CH:44]=[CH:43][C:42]([OH:45])=[CH:41][CH:40]=2)=[CH:37][CH:36]=[CH:35][N:34]=1.O[CH2:47][CH:48]1[CH:53]([NH:54][C:55](=[O:61])[O:56][C:57]([CH3:60])([CH3:59])[CH3:58])[CH2:52][CH2:51][O:50][CH2:49]1.[OH-].[Na+], predict the reaction product. The product is: [CH3:32][C:33]1[C:38]([C:39]2[CH:44]=[CH:43][C:42]([O:45][CH2:47][CH:48]3[CH:53]([NH:54][C:55](=[O:61])[O:56][C:57]([CH3:60])([CH3:59])[CH3:58])[CH2:52][CH2:51][O:50][CH2:49]3)=[CH:41][CH:40]=2)=[CH:37][CH:36]=[CH:35][N:34]=1. (3) Given the reactants [NH2:1][C:2]1[N:10]=[CH:9][N:8]=[C:7]2[C:3]=1[N:4]([C:20]1[CH:25]=[CH:24][C:23]([CH3:26])=[C:22]([O:27][CH3:28])[CH:21]=1)[C:5](=[O:19])[N:6]2[C:11]1[CH:16]=[CH:15][CH:14]=[C:13]([NH:17][CH3:18])[CH:12]=1.[C:29](Cl)(=[O:32])[CH:30]=[CH2:31], predict the reaction product. The product is: [NH2:1][C:2]1[N:10]=[CH:9][N:8]=[C:7]2[C:3]=1[N:4]([C:20]1[CH:25]=[CH:24][C:23]([CH3:26])=[C:22]([O:27][CH3:28])[CH:21]=1)[C:5](=[O:19])[N:6]2[C:11]1[CH:12]=[C:13]([N:17]([CH3:18])[C:29](=[O:32])[CH:30]=[CH2:31])[CH:14]=[CH:15][CH:16]=1. (4) Given the reactants [Cl:1][C:2]1[N:10]=[C:9]2[C:5]([NH:6][CH:7]=[N:8]2)=[C:4]([N:11]2[CH:16]=[C:15]([CH3:17])[C:14](=[O:18])[C:13]([CH3:19])=[CH:12]2)[N:3]=1.[CH2:20](I)[CH3:21].C([O-])([O-])=O.[K+].[K+], predict the reaction product. The product is: [Cl:1][C:2]1[N:10]=[C:9]2[C:5]([N:6]=[CH:7][N:8]2[CH2:20][CH3:21])=[C:4]([N:11]2[CH:16]=[C:15]([CH3:17])[C:14](=[O:18])[C:13]([CH3:19])=[CH:12]2)[N:3]=1. (5) The product is: [C:1]([O:5][C:6]([NH:7][C:8]1[NH:12][C:11]2[CH:13]=[CH:14][C:15]([O:17][S:26]([C:23]3[CH:24]=[CH:25][C:20]([F:19])=[CH:21][CH:22]=3)(=[O:28])=[O:27])=[CH:16][C:10]=2[N:9]=1)=[O:18])([CH3:4])([CH3:2])[CH3:3]. Given the reactants [C:1]([O:5][C:6](=[O:18])[NH:7][C:8]1[NH:12][C:11]2[CH:13]=[CH:14][C:15]([OH:17])=[CH:16][C:10]=2[N:9]=1)([CH3:4])([CH3:3])[CH3:2].[F:19][C:20]1[CH:25]=[CH:24][C:23]([S:26](Cl)(=[O:28])=[O:27])=[CH:22][CH:21]=1.C(N(CC)CC)C, predict the reaction product. (6) Given the reactants [F:1][C:2]1[C:3]([C:25]2[CH:26]=[N:27][N:28]([CH3:30])[CH:29]=2)=[C:4]2[C:9](=[CH:10][CH:11]=1)[N:8]=[C:7]([C@@H:12]1[CH2:16][C@H:15]([OH:17])[CH2:14][NH:13]1)[N:6]([C:18]1[CH:23]=[CH:22][CH:21]=[CH:20][CH:19]=1)[C:5]2=[O:24].[NH2:31][C:32]1[N:37]=[C:36](Cl)[C:35]([C:39]#[N:40])=[C:34]([CH3:41])[N:33]=1.CCN(C(C)C)C(C)C, predict the reaction product. The product is: [NH2:31][C:32]1[N:37]=[C:36]([N:13]2[CH2:14][C@@H:15]([OH:17])[CH2:16][C@H:12]2[C:7]2[N:6]([C:18]3[CH:19]=[CH:20][CH:21]=[CH:22][CH:23]=3)[C:5](=[O:24])[C:4]3[C:9](=[CH:10][CH:11]=[C:2]([F:1])[C:3]=3[C:25]3[CH:26]=[N:27][N:28]([CH3:30])[CH:29]=3)[N:8]=2)[C:35]([C:39]#[N:40])=[C:34]([CH3:41])[N:33]=1. (7) Given the reactants O=C1CCC(=O)N1O[C:9](=[O:23])[CH2:10][CH2:11][CH2:12][CH2:13][CH2:14][CH2:15][C:16]([O:18][C:19]([CH3:22])([CH3:21])[CH3:20])=[O:17].C(OC([NH:31][CH2:32][CH2:33][O:34][CH2:35][CH2:36][O:37][CH2:38][CH2:39][NH:40][C:41](=[O:47])[CH2:42][CH2:43][C:44]([OH:46])=[O:45])=O)(C)(C)C, predict the reaction product. The product is: [C:19]([O:18][C:16](=[O:17])[CH2:15][CH2:14][CH2:13][CH2:12][CH2:11][CH2:10][C:9](=[O:23])[NH:31][CH2:32][CH2:33][O:34][CH2:35][CH2:36][O:37][CH2:38][CH2:39][NH:40][C:41](=[O:47])[CH2:42][CH2:43][C:44]([OH:46])=[O:45])([CH3:20])([CH3:21])[CH3:22]. (8) The product is: [CH3:1][C:2]([CH3:36])([CH3:35])[CH2:3][CH2:4][C@:5]1([CH3:34])[C:14]2[C:9](=[CH:10][CH:11]=[CH:12][CH:13]=2)[C:8]([O-:15])=[C:7]([C:16]2[NH:21][C:20]3[CH:22]=[CH:23][C:24]([NH:26][S:27]([CH3:30])(=[O:29])=[O:28])=[CH:25][C:19]=3[S:18](=[O:32])(=[O:31])[N:17]=2)[C:6]1=[O:33].[Na+:38]. Given the reactants [CH3:1][C:2]([CH3:36])([CH3:35])[CH2:3][CH2:4][C@:5]1([CH3:34])[C:14]2[C:9](=[CH:10][CH:11]=[CH:12][CH:13]=2)[C:8]([OH:15])=[C:7]([C:16]2[NH:21][C:20]3[CH:22]=[CH:23][C:24]([NH:26][S:27]([CH3:30])(=[O:29])=[O:28])=[CH:25][C:19]=3[S:18](=[O:32])(=[O:31])[N:17]=2)[C:6]1=[O:33].[OH-].[Na+:38], predict the reaction product. (9) Given the reactants FC(F)(F)S(O[C:7]1[C:8]([C:18](=[O:20])[CH3:19])=[CH:9][C:10]([Cl:17])=[C:11]2[C:16]=1[N:15]=[CH:14][CH:13]=[CH:12]2)(=O)=O.Cl.Cl.[CH:25]1([N:28]2[CH2:33][CH2:32][NH:31][CH2:30][CH2:29]2)[CH2:27][CH2:26]1.C(=O)([O-])[O-].[Cs+].[Cs+], predict the reaction product. The product is: [Cl:17][C:10]1[CH:9]=[C:8]([C:18](=[O:20])[CH3:19])[C:7]([N:31]2[CH2:32][CH2:33][N:28]([CH:25]3[CH2:27][CH2:26]3)[CH2:29][CH2:30]2)=[C:16]2[C:11]=1[CH:12]=[CH:13][CH:14]=[N:15]2.